Dataset: Forward reaction prediction with 1.9M reactions from USPTO patents (1976-2016). Task: Predict the product of the given reaction. (1) Given the reactants FC(F)(F)C(O)=O.[F:8][C:9]([F:31])([F:30])[C:10]1[CH:29]=[CH:28][CH:27]=[CH:26][C:11]=1[CH2:12][CH:13]1[CH2:18][CH2:17][N:16](C(OC(C)(C)C)=O)[CH2:15][CH2:14]1, predict the reaction product. The product is: [F:31][C:9]([F:8])([F:30])[C:10]1[CH:29]=[CH:28][CH:27]=[CH:26][C:11]=1[CH2:12][CH:13]1[CH2:14][CH2:15][NH:16][CH2:17][CH2:18]1. (2) Given the reactants [OH:1][C@@H:2]1[CH2:15][C@@H:5]2[O:6][C:7](=[O:14])[CH2:8][CH2:9][CH2:10][CH:11]=[CH:12][CH2:13][C@@H:4]2[C@H:3]1/[CH:16]=[CH:17]/[C@@H:18]([OH:27])[CH2:19][CH2:20][C:21]1[CH:26]=[CH:25][CH:24]=[CH:23][CH:22]=1.Cl.CC([OH:32])C, predict the reaction product. The product is: [OH:1][C@@H:2]1[CH2:15][C@H:5]([OH:32])[C@H:4]([CH2:13]/[CH:12]=[CH:11]\[CH2:10][CH2:9][CH2:8][C:7]([OH:6])=[O:14])[C@H:3]1/[CH:16]=[CH:17]/[C@@H:18]([OH:27])[CH2:19][CH2:20][C:21]1[CH:26]=[CH:25][CH:24]=[CH:23][CH:22]=1. (3) Given the reactants [F:1][C:2]1[CH:3]=[C:4]([CH:8]=[C:9]([F:11])[CH:10]=1)C(O)=O.C([N:14]([CH2:17]C)CC)C.C1([O:25]P(N=[N+]=[N-])(=O)OC2C=CC=CC=2)C=CC=CC=1.[NH2:38][C:39]1[CH:44]=[CH:43][C:42]([C:45]2[CH:53]=[CH:52][C:51]([C:54]3[NH:55][C:56]([CH3:59])=[CH:57][N:58]=3)=[C:50]3[C:46]=2[CH2:47][NH:48][C:49]3=[O:60])=[C:41]([F:61])[CH:40]=1.C([O-])(O)=O.[Na+], predict the reaction product. The product is: [F:11][C:9]1[CH:8]=[C:4]([NH:14][C:17]([NH:38][C:39]2[CH:44]=[CH:43][C:42]([C:45]3[CH:53]=[CH:52][C:51]([C:54]4[NH:55][C:56]([CH3:59])=[CH:57][N:58]=4)=[C:50]4[C:46]=3[CH2:47][NH:48][C:49]4=[O:60])=[C:41]([F:61])[CH:40]=2)=[O:25])[CH:3]=[C:2]([F:1])[CH:10]=1. (4) The product is: [Cl:16][C:17]1[N:22]=[C:21]([C:8]2[CH:9]=[CH:10][C:5]([O:4][CH2:3][C:2]([CH3:15])([CH3:14])[CH3:1])=[CH:6][CH:7]=2)[N:20]=[C:19]([O:24][CH3:25])[N:18]=1. Given the reactants [CH3:1][C:2]([CH3:15])([CH3:14])[CH2:3][O:4][C:5]1[CH:10]=[CH:9][C:8](B(O)O)=[CH:7][CH:6]=1.[Cl:16][C:17]1[N:22]=[C:21](Cl)[N:20]=[C:19]([O:24][CH3:25])[N:18]=1.C(=O)([O-])[O-].[Na+].[Na+].O, predict the reaction product.